This data is from Forward reaction prediction with 1.9M reactions from USPTO patents (1976-2016). The task is: Predict the product of the given reaction. The product is: [C:1]([O:5][C:6]([N:8]1[CH2:13][CH2:12][CH2:11][CH2:10][CH:9]1[CH2:14][O:15][CH2:16][C:17](=[O:19])[N:57]([CH3:58])[C@@H:45]([C:44](=[O:59])[N:43]([CH3:42])[C@@H:60]([C:68](=[O:71])[NH:69][CH3:70])[CH2:61][C:62]1[CH:67]=[CH:66][CH:65]=[CH:64][CH:63]=1)[CH2:46][C:47]1[CH:56]=[CH:55][C:54]2[C:49](=[CH:50][CH:51]=[CH:52][CH:53]=2)[CH:48]=1)=[O:7])([CH3:2])([CH3:3])[CH3:4]. Given the reactants [C:1]([O:5][C:6]([N:8]1[CH2:13][CH2:12][CH2:11][CH2:10][CH:9]1[CH2:14][O:15][CH2:16][C:17]([OH:19])=O)=[O:7])([CH3:4])([CH3:3])[CH3:2].ON1C2N=CC=CC=2N=N1.Cl.C(N=C=NCCCN(C)C)C.[CH3:42][N:43]([CH:60]([C:68](=[O:71])[NH:69][CH3:70])[CH2:61][C:62]1[CH:67]=[CH:66][CH:65]=[CH:64][CH:63]=1)[C:44](=[O:59])[CH:45]([NH:57][CH3:58])[CH2:46][C:47]1[CH:56]=[CH:55][C:54]2[C:49](=[CH:50][CH:51]=[CH:52][CH:53]=2)[CH:48]=1.C(N(C(C)C)CC)(C)C, predict the reaction product.